Dataset: NCI-60 drug combinations with 297,098 pairs across 59 cell lines. Task: Regression. Given two drug SMILES strings and cell line genomic features, predict the synergy score measuring deviation from expected non-interaction effect. (1) Drug 1: CC1=C2C(C(=O)C3(C(CC4C(C3C(C(C2(C)C)(CC1OC(=O)C(C(C5=CC=CC=C5)NC(=O)C6=CC=CC=C6)O)O)OC(=O)C7=CC=CC=C7)(CO4)OC(=O)C)O)C)OC(=O)C. Drug 2: C1CCC(C(C1)N)N.C(=O)(C(=O)[O-])[O-].[Pt+4]. Cell line: UACC62. Synergy scores: CSS=60.8, Synergy_ZIP=-1.88, Synergy_Bliss=1.11, Synergy_Loewe=2.40, Synergy_HSA=5.68. (2) Drug 1: CC12CCC3C(C1CCC2=O)CC(=C)C4=CC(=O)C=CC34C. Drug 2: CN(C)N=NC1=C(NC=N1)C(=O)N. Cell line: HCT116. Synergy scores: CSS=62.1, Synergy_ZIP=-0.264, Synergy_Bliss=-1.99, Synergy_Loewe=-1.84, Synergy_HSA=-1.81. (3) Drug 1: C1CN(P(=O)(OC1)NCCCl)CCCl. Drug 2: CC1C(C(CC(O1)OC2CC(CC3=C2C(=C4C(=C3O)C(=O)C5=C(C4=O)C(=CC=C5)OC)O)(C(=O)CO)O)N)O.Cl. Cell line: MCF7. Synergy scores: CSS=37.4, Synergy_ZIP=-0.263, Synergy_Bliss=-1.17, Synergy_Loewe=-30.1, Synergy_HSA=0.0443. (4) Drug 1: CC1=C(C=C(C=C1)C(=O)NC2=CC(=CC(=C2)C(F)(F)F)N3C=C(N=C3)C)NC4=NC=CC(=N4)C5=CN=CC=C5. Drug 2: CCC1(CC2CC(C3=C(CCN(C2)C1)C4=CC=CC=C4N3)(C5=C(C=C6C(=C5)C78CCN9C7C(C=CC9)(C(C(C8N6C)(C(=O)OC)O)OC(=O)C)CC)OC)C(=O)OC)O.OS(=O)(=O)O. Cell line: DU-145. Synergy scores: CSS=2.20, Synergy_ZIP=1.97, Synergy_Bliss=4.37, Synergy_Loewe=3.33, Synergy_HSA=1.38. (5) Drug 1: C1CC(=O)NC(=O)C1N2CC3=C(C2=O)C=CC=C3N. Drug 2: CC1C(C(CC(O1)OC2CC(CC3=C2C(=C4C(=C3O)C(=O)C5=C(C4=O)C(=CC=C5)OC)O)(C(=O)CO)O)N)O.Cl. Cell line: SF-539. Synergy scores: CSS=44.4, Synergy_ZIP=-0.737, Synergy_Bliss=-2.04, Synergy_Loewe=-19.0, Synergy_HSA=-1.34. (6) Drug 1: CC1=C(C=C(C=C1)NC(=O)C2=CC=C(C=C2)CN3CCN(CC3)C)NC4=NC=CC(=N4)C5=CN=CC=C5. Drug 2: CC1=C(N=C(N=C1N)C(CC(=O)N)NCC(C(=O)N)N)C(=O)NC(C(C2=CN=CN2)OC3C(C(C(C(O3)CO)O)O)OC4C(C(C(C(O4)CO)O)OC(=O)N)O)C(=O)NC(C)C(C(C)C(=O)NC(C(C)O)C(=O)NCCC5=NC(=CS5)C6=NC(=CS6)C(=O)NCCC[S+](C)C)O. Cell line: UACC62. Synergy scores: CSS=16.4, Synergy_ZIP=-5.45, Synergy_Bliss=-3.97, Synergy_Loewe=-16.3, Synergy_HSA=-3.03. (7) Drug 1: CC(C1=C(C=CC(=C1Cl)F)Cl)OC2=C(N=CC(=C2)C3=CN(N=C3)C4CCNCC4)N. Drug 2: CCCCCOC(=O)NC1=NC(=O)N(C=C1F)C2C(C(C(O2)C)O)O. Cell line: HCT-15. Synergy scores: CSS=3.09, Synergy_ZIP=-1.10, Synergy_Bliss=-0.323, Synergy_Loewe=-0.109, Synergy_HSA=0.0205. (8) Cell line: NCI-H460. Drug 1: CCC(=C(C1=CC=CC=C1)C2=CC=C(C=C2)OCCN(C)C)C3=CC=CC=C3.C(C(=O)O)C(CC(=O)O)(C(=O)O)O. Drug 2: CC1=C(C(=CC=C1)Cl)NC(=O)C2=CN=C(S2)NC3=CC(=NC(=N3)C)N4CCN(CC4)CCO. Synergy scores: CSS=1.52, Synergy_ZIP=-0.201, Synergy_Bliss=0.631, Synergy_Loewe=-3.12, Synergy_HSA=-0.932.